From a dataset of Forward reaction prediction with 1.9M reactions from USPTO patents (1976-2016). Predict the product of the given reaction. (1) Given the reactants [CH2:1]([O:8][CH2:9][CH2:10][OH:11])[C:2]1[CH:7]=[CH:6][CH:5]=[CH:4][CH:3]=1.C(N(CC)CC)C.[CH3:19][S:20](Cl)(=[O:22])=[O:21], predict the reaction product. The product is: [CH3:19][S:20]([O:11][CH2:10][CH2:9][O:8][CH2:1][C:2]1[CH:7]=[CH:6][CH:5]=[CH:4][CH:3]=1)(=[O:22])=[O:21]. (2) Given the reactants Br[C:2]1[CH:3]=[N:4][N:5]2[C:10]([C:11]3[CH:12]=[C:13]([NH:17][C:18](=[O:23])[CH2:19][CH:20]([CH3:22])[CH3:21])[CH:14]=[CH:15][CH:16]=3)=[CH:9][CH:8]=[N:7][C:6]=12.[CH2:24]1[O:32][C:31]2[CH:30]=[CH:29][C:28](B(O)O)=[CH:27][C:26]=2[O:25]1, predict the reaction product. The product is: [O:25]1[C:26]2[CH:27]=[CH:28][C:29]([C:2]3[CH:3]=[N:4][N:5]4[C:10]([C:11]5[CH:12]=[C:13]([NH:17][C:18](=[O:23])[CH2:19][CH:20]([CH3:22])[CH3:21])[CH:14]=[CH:15][CH:16]=5)=[CH:9][CH:8]=[N:7][C:6]=34)=[CH:30][C:31]=2[O:32][CH2:24]1. (3) Given the reactants Cl.[Cl:2][C:3]1[CH:15]=[CH:14][C:13]([C:16]([F:19])([F:18])[F:17])=[CH:12][C:4]=1OCC1CCNC1.[OH:20][CH2:21][CH:22]1[CH2:26][CH2:25][N:24](C(OC(C)(C)C)=O)[CH2:23]1, predict the reaction product. The product is: [ClH:2].[F:17][C:16]([F:19])([F:18])[C:13]1[CH:14]=[CH:15][CH:3]=[CH:4][C:12]=1[O:20][CH:21]1[CH2:22][CH2:23][NH:24][CH2:25][CH2:26]1. (4) Given the reactants [C:1]([O:4][C@H:5]1[C@@H:19]([O:20][C:21](=[O:23])[CH3:22])[C@H:18]([O:24][C:25](=[O:27])[CH3:26])[C@@H:17]([CH2:28][O:29][C:30](=[O:32])[CH3:31])[O:16][C@@H:6]1[O:7][C:8]1[CH:13]=[CH:12][C:11](Br)=[CH:10][C:9]=1[Cl:15])(=[O:3])[CH3:2].[C:33]([C:35]1[CH:40]=[CH:39][C:38](B(O)O)=[CH:37][CH:36]=1)#[N:34].C(=O)([O-])[O-].[Cs+].[Cs+].C(O[C@H]1[C@@H](OC(=O)C)[C@H](OC(=O)C)[C@@H](COC(=O)C)O[C@@H]1OC1C=CC(C2C=CC(C(OC)=O)=CC=2)=CC=1Cl)(=O)C, predict the reaction product. The product is: [C:1]([O:4][C@H:5]1[C@@H:19]([O:20][C:21](=[O:23])[CH3:22])[C@H:18]([O:24][C:25](=[O:27])[CH3:26])[C@@H:17]([CH2:28][O:29][C:30](=[O:32])[CH3:31])[O:16][C@@H:6]1[O:7][C:8]1[CH:13]=[CH:12][C:11]([C:38]2[CH:39]=[CH:40][C:35]([C:33]#[N:34])=[CH:36][CH:37]=2)=[CH:10][C:9]=1[Cl:15])(=[O:3])[CH3:2]. (5) Given the reactants [F:1][C:2]([C:5]1[N:6]=[C:7]([CH2:10][N:11]2[N:15]=[C:14]([NH2:16])[CH:13]=[N:12]2)[S:8][CH:9]=1)([F:4])[CH3:3].[CH:17]1([C:20]2[O:21][C:22]([C:28]3[CH:33]=[CH:32][CH:31]=[CH:30][CH:29]=3)=[C:23]([C:25](O)=[O:26])[N:24]=2)[CH2:19][CH2:18]1, predict the reaction product. The product is: [F:1][C:2]([C:5]1[N:6]=[C:7]([CH2:10][N:11]2[N:15]=[C:14]([NH:16][C:25]([C:23]3[N:24]=[C:20]([CH:17]4[CH2:18][CH2:19]4)[O:21][C:22]=3[C:28]3[CH:29]=[CH:30][CH:31]=[CH:32][CH:33]=3)=[O:26])[CH:13]=[N:12]2)[S:8][CH:9]=1)([F:4])[CH3:3].